Dataset: Reaction yield outcomes from USPTO patents with 853,638 reactions. Task: Predict the reaction yield, written as a fraction of the theoretical maximum amount of product (1.0 means a 100% yield; for example, 0.34 means a 34% yield). (1) The reactants are [Br:1][C:2]1[CH:3]=[C:4]2[C:9](=[CH:10][CH:11]=1)[N:8]=[CH:7][CH:6]=[C:5]2I.CC1(C)C(C)(C)OB([C:21]2[CH:22]=[N:23][NH:24][CH:25]=2)O1.C(=O)([O-])[O-].[K+].[K+]. The catalyst is O1CCOCC1.C1C=CC([PH+]([C]2[CH][CH][CH][CH]2)C2C=CC=CC=2)=CC=1.C1C=CC([PH+]([C]2[CH][CH][CH][CH]2)C2C=CC=CC=2)=CC=1.C(Cl)Cl.Cl[Pd]Cl.[Fe]. The product is [Br:1][C:2]1[CH:3]=[C:4]2[C:9](=[CH:10][CH:11]=1)[N:8]=[CH:7][CH:6]=[C:5]2[C:21]1[CH:22]=[N:23][NH:24][CH:25]=1. The yield is 0.340. (2) The reactants are Cl[C:2]1[N:7]=[C:6]([C:8]2[N:12]3[CH:13]=[CH:14][CH:15]=[CH:16][C:11]3=[N:10][C:9]=2[C:17]2[CH:18]=[CH:19][C:20]([O:34][CH2:35][CH3:36])=[C:21]([CH:33]=2)[C:22]([NH:24][C:25]2[C:30]([F:31])=[CH:29][CH:28]=[CH:27][C:26]=2[F:32])=[O:23])[CH:5]=[CH:4][N:3]=1.[Cl:37][C:38]1[C:39]([N:47]2[CH2:52][CH2:51][N:50]([CH2:53][CH2:54][S:55]([CH3:58])(=[O:57])=[O:56])[CH2:49][CH2:48]2)=[CH:40][C:41]([O:45][CH3:46])=[C:42]([CH:44]=1)[NH2:43].C1(C)C=CC(S([O-])(=O)=O)=CC=1.[NH+]1C=CC=CC=1.N. The catalyst is CC(O)C.CO. The product is [Cl:37][C:38]1[C:39]([N:47]2[CH2:52][CH2:51][N:50]([CH2:53][CH2:54][S:55]([CH3:58])(=[O:57])=[O:56])[CH2:49][CH2:48]2)=[CH:40][C:41]([O:45][CH3:46])=[C:42]([NH:43][C:2]2[N:7]=[C:6]([C:8]3[N:12]4[CH:13]=[CH:14][CH:15]=[CH:16][C:11]4=[N:10][C:9]=3[C:17]3[CH:18]=[CH:19][C:20]([O:34][CH2:35][CH3:36])=[C:21]([CH:33]=3)[C:22]([NH:24][C:25]3[C:30]([F:31])=[CH:29][CH:28]=[CH:27][C:26]=3[F:32])=[O:23])[CH:5]=[CH:4][N:3]=2)[CH:44]=1. The yield is 0.370.